Dataset: Reaction yield outcomes from USPTO patents with 853,638 reactions. Task: Predict the reaction yield, written as a fraction of the theoretical maximum amount of product (1.0 means a 100% yield; for example, 0.34 means a 34% yield). (1) The reactants are Cl.Cl.[NH:3]1[CH2:8][CH2:7][CH2:6][C@@H:5]([CH2:9][N:10]2[CH2:15][CH2:14][N:13]([C:16]([O:18][CH2:19][C:20]3[CH:25]=[CH:24][CH:23]=[CH:22][CH:21]=3)=[O:17])[CH2:12][CH2:11]2)[CH2:4]1.C(N([CH:32]([CH3:34])[CH3:33])CC)(C)C.C(OC1(O[Si](C)(C)C)CC1)C.C([BH3-])#N.[Na+]. The catalyst is CO.C1COCC1.C(O)(=O)C. The product is [CH:32]1([N:3]2[CH2:8][CH2:7][CH2:6][C@H:5]([CH2:9][N:10]3[CH2:11][CH2:12][N:13]([C:16]([O:18][CH2:19][C:20]4[CH:21]=[CH:22][CH:23]=[CH:24][CH:25]=4)=[O:17])[CH2:14][CH2:15]3)[CH2:4]2)[CH2:34][CH2:33]1. The yield is 0.620. (2) The reactants are C(=O)([O-])[O-].[K+].[K+].[Cl:7][C:8]1[CH:16]=[CH:15][C:14]([OH:17])=[CH:13][C:9]=1[C:10]([NH2:12])=[O:11].CS(O[CH:23]1[CH2:28][CH2:27][N:26]([C:29]([O:31][C:32]([CH3:35])([CH3:34])[CH3:33])=[O:30])[CH2:25][CH2:24]1)(=O)=O. The catalyst is CN(C=O)C. The product is [C:10]([C:9]1[CH:13]=[C:14]([CH:15]=[CH:16][C:8]=1[Cl:7])[O:17][CH:23]1[CH2:28][CH2:27][N:26]([C:29]([O:31][C:32]([CH3:35])([CH3:34])[CH3:33])=[O:30])[CH2:25][CH2:24]1)(=[O:11])[NH2:12]. The yield is 0.830. (3) The reactants are [CH3:1][C:2]1[O:6][N:5]=[C:4]([C:7]2[CH:12]=[CH:11][CH:10]=[CH:9][CH:8]=2)[C:3]=1[C:13]([NH:15][NH2:16])=[O:14].[CH3:17][O:18][C:19]1[CH:27]=[C:26]([N+:28]([O-:30])=[O:29])[CH:25]=[CH:24][C:20]=1[C:21](O)=O. No catalyst specified. The product is [CH3:17][O:18][C:19]1[CH:27]=[C:26]([N+:28]([O-:30])=[O:29])[CH:25]=[CH:24][C:20]=1[C:21]1[O:14][C:13]([C:3]2[C:4]([C:7]3[CH:12]=[CH:11][CH:10]=[CH:9][CH:8]=3)=[N:5][O:6][C:2]=2[CH3:1])=[N:15][N:16]=1. The yield is 0.840. (4) The reactants are [Cl-].O[NH3+:3].[C:4](=[O:7])([O-])[OH:5].[Na+].CS(C)=O.[F:13][C:14]1[CH:15]=[C:16]([C:44]2[C:45]([C:50]#[N:51])=[CH:46][CH:47]=[CH:48][CH:49]=2)[CH:17]=[CH:18][C:19]=1[CH2:20][C:21]1[C:22](=[O:43])[N:23]([C@H:33]2[CH2:36][C@H:35]([O:37][CH2:38][C:39]([OH:42])([CH3:41])[CH3:40])[CH2:34]2)[C:24]2[N:25]([N:30]=[CH:31][N:32]=2)[C:26]=1[CH2:27][CH2:28][CH3:29]. The catalyst is O.C(OCC)(=O)C. The product is [F:13][C:14]1[CH:15]=[C:16]([C:44]2[CH:49]=[CH:48][CH:47]=[CH:46][C:45]=2[C:50]2[NH:3][C:4](=[O:7])[O:5][N:51]=2)[CH:17]=[CH:18][C:19]=1[CH2:20][C:21]1[C:22](=[O:43])[N:23]([C@H:33]2[CH2:36][C@H:35]([O:37][CH2:38][C:39]([OH:42])([CH3:40])[CH3:41])[CH2:34]2)[C:24]2[N:25]([N:30]=[CH:31][N:32]=2)[C:26]=1[CH2:27][CH2:28][CH3:29]. The yield is 0.730. (5) The reactants are [N:1]1[CH:6]=[CH:5][CH:4]=[CH:3][C:2]=1[CH2:7][O:8][C:9]1[CH:17]=[CH:16][C:12]([C:13]([OH:15])=O)=[CH:11][CH:10]=1.[NH2:18][C:19]1[CH:27]=[CH:26][C:22]([C:23]([NH2:25])=[O:24])=[CH:21][C:20]=1[CH3:28].CN(C(ON1N=NC2C=CC=NC1=2)=[N+](C)C)C.F[P-](F)(F)(F)(F)F.CCN(C(C)C)C(C)C.[OH-].[Na+]. The catalyst is CN(C=O)C. The product is [C:23]([C:22]1[CH:26]=[CH:27][C:19]([NH:18][C:13](=[O:15])[C:12]2[CH:11]=[CH:10][C:9]([O:8][CH2:7][C:2]3[CH:3]=[CH:4][CH:5]=[CH:6][N:1]=3)=[CH:17][CH:16]=2)=[C:20]([CH3:28])[CH:21]=1)(=[O:24])[NH2:25]. The yield is 0.810. (6) The reactants are [CH2:1]([NH:8][C:9]1[CH:14]=[C:13]([C:15]([F:18])([F:17])[F:16])[N:12]=[C:11](O)[C:10]=1[N+:20]([O-:22])=[O:21])[C:2]1[CH:7]=[CH:6][CH:5]=[CH:4][CH:3]=1.C1(P(Cl)([Cl:31])=O)C=CC=CC=1.CCCCCC. The catalyst is C(OCC)C. The product is [CH2:1]([NH:8][C:9]1[CH:14]=[C:13]([C:15]([F:18])([F:17])[F:16])[N:12]=[C:11]([Cl:31])[C:10]=1[N+:20]([O-:22])=[O:21])[C:2]1[CH:7]=[CH:6][CH:5]=[CH:4][CH:3]=1. The yield is 0.920. (7) The reactants are [CH3:1][S:2]([C:5]1[CH:36]=[CH:35][C:8]([CH2:9][NH:10][C:11]([C:13]2[C:14](=[O:34])[N:15]([C:24]3[CH:29]=[CH:28][CH:27]=[C:26]([C:30]([F:33])([F:32])[F:31])[CH:25]=3)[C:16]([CH3:23])=[C:17]([C:19]([NH:21][NH2:22])=[O:20])[CH:18]=2)=[O:12])=[CH:7][CH:6]=1)(=[O:4])=[O:3].[CH2:37]([N:39]=[C:40]=[O:41])[CH3:38]. The catalyst is O1CCOCC1. The product is [CH2:37]([NH:39][C:40]([NH:22][NH:21][C:19]([C:17]1[CH:18]=[C:13]([C:11]([NH:10][CH2:9][C:8]2[CH:35]=[CH:36][C:5]([S:2]([CH3:1])(=[O:3])=[O:4])=[CH:6][CH:7]=2)=[O:12])[C:14](=[O:34])[N:15]([C:24]2[CH:29]=[CH:28][CH:27]=[C:26]([C:30]([F:31])([F:33])[F:32])[CH:25]=2)[C:16]=1[CH3:23])=[O:20])=[O:41])[CH3:38]. The yield is 0.440.